From a dataset of Full USPTO retrosynthesis dataset with 1.9M reactions from patents (1976-2016). Predict the reactants needed to synthesize the given product. (1) Given the product [CH2:1]([O:8][CH2:9][CH2:10][O:11][CH2:12][C:13]([CH3:16])([OH:14])[CH3:15])[C:2]1[CH:7]=[CH:6][CH:5]=[CH:4][CH:3]=1, predict the reactants needed to synthesize it. The reactants are: [CH2:1]([O:8][CH2:9][CH2:10][OH:11])[C:2]1[CH:7]=[CH:6][CH:5]=[CH:4][CH:3]=1.[CH3:12][C:13]1([CH3:16])[CH2:15][O:14]1.[OH-].[Na+].O. (2) The reactants are: Cl[C:2]1[C:11]([C:12]#[N:13])=[C:10]([C:14]2[CH:19]=[CH:18][CH:17]=[CH:16][CH:15]=2)[C:9]2[C:4](=[CH:5][CH:6]=[C:7]([Cl:20])[CH:8]=2)[N:3]=1.[CH2:21]([NH:23][CH3:24])[CH3:22]. Given the product [Cl:20][C:7]1[CH:8]=[C:9]2[C:4](=[CH:5][CH:6]=1)[N:3]=[C:2]([N:23]([CH2:21][CH3:22])[CH3:24])[C:11]([C:12]#[N:13])=[C:10]2[C:14]1[CH:19]=[CH:18][CH:17]=[CH:16][CH:15]=1, predict the reactants needed to synthesize it. (3) Given the product [NH2:4][C:5]1[CH:31]=[CH:30][C:8]2[C:9]([CH2:12][CH2:13][C:14]3[N:15]=[C:16]([C:22]4[CH:27]=[CH:26][C:25]([Cl:28])=[CH:24][C:23]=4[Cl:29])[O:17][C:18]=3[CH:19]([CH3:21])[CH3:20])=[N:10][O:11][C:7]=2[CH:6]=1, predict the reactants needed to synthesize it. The reactants are: C([NH:4][C:5]1[CH:31]=[CH:30][C:8]2[C:9]([CH2:12][CH2:13][C:14]3[N:15]=[C:16]([C:22]4[CH:27]=[CH:26][C:25]([Cl:28])=[CH:24][C:23]=4[Cl:29])[O:17][C:18]=3[CH:19]([CH3:21])[CH3:20])=[N:10][O:11][C:7]=2[CH:6]=1)(=O)C.C(=O)([O-])O.[Na+]. (4) Given the product [F:49][C:38]1[CH:37]=[C:36]([C@:21]([NH:20][C:18]([NH:17][C@@H:10]([C@@H:11]([OH:16])[C:12]([F:13])([F:14])[F:15])[CH2:9][OH:8])=[O:19])([C:29]2[CH:30]=[CH:31][C:32]([F:35])=[CH:33][CH:34]=2)[CH2:22][C:23]2[CH:28]=[CH:27][CH:26]=[CH:25][CH:24]=2)[CH:41]=[C:40]([O:42][C:43]([F:48])([F:47])[CH:44]([F:46])[F:45])[CH:39]=1, predict the reactants needed to synthesize it. The reactants are: C([O:8][CH2:9][C@@H:10]([NH:17][C:18]([NH:20][C@@:21]([C:36]1[CH:41]=[C:40]([O:42][C:43]([F:48])([F:47])[CH:44]([F:46])[F:45])[CH:39]=[C:38]([F:49])[CH:37]=1)([C:29]1[CH:34]=[CH:33][C:32]([F:35])=[CH:31][CH:30]=1)[CH2:22][C:23]1[CH:28]=[CH:27][CH:26]=[CH:25][CH:24]=1)=[O:19])[C@@H:11]([OH:16])[C:12]([F:15])([F:14])[F:13])C1C=CC=CC=1. (5) Given the product [C:1]([O:5][C:6]([N:8]1[CH2:13][CH2:12][CH:11]([CH2:14][CH2:15][CH2:16][C:17]2[CH:22]=[CH:21][C:20]([C:23]([F:26])([F:24])[F:25])=[CH:19][CH:18]=2)[CH2:10][CH2:9]1)=[O:7])([CH3:4])([CH3:2])[CH3:3], predict the reactants needed to synthesize it. The reactants are: [C:1]([O:5][C:6]([N:8]1[CH2:13][CH2:12][CH:11]([CH2:14]/[CH:15]=[CH:16]/[C:17]2[CH:22]=[CH:21][C:20]([C:23]([F:26])([F:25])[F:24])=[CH:19][CH:18]=2)[CH2:10][CH2:9]1)=[O:7])([CH3:4])([CH3:3])[CH3:2]. (6) Given the product [CH3:2][O:3][N:4]([CH3:8])[C:21]([CH:17]1[CH2:20][CH2:19][CH2:18]1)=[O:23], predict the reactants needed to synthesize it. The reactants are: Cl.[CH3:2][O:3][NH:4]OOC.[CH3:8]CN(C(C)C)C(C)C.[CH:17]1([C:21]([OH:23])=O)[CH2:20][CH2:19][CH2:18]1.C(Cl)CCl. (7) Given the product [F:25][C:4]1[CH:3]=[C:2]([C:29]2[CH:30]=[CH:31][N:26]=[CH:27][CH:28]=2)[CH:7]=[CH:6][C:5]=1[CH2:8][N:9]([CH2:20][C:21]([F:24])([F:23])[F:22])[S:10]([CH2:13][C:14]1[CH:19]=[CH:18][CH:17]=[CH:16][CH:15]=1)(=[O:12])=[O:11], predict the reactants needed to synthesize it. The reactants are: Br[C:2]1[CH:7]=[CH:6][C:5]([CH2:8][N:9]([CH2:20][C:21]([F:24])([F:23])[F:22])[S:10]([CH2:13][C:14]2[CH:19]=[CH:18][CH:17]=[CH:16][CH:15]=2)(=[O:12])=[O:11])=[C:4]([F:25])[CH:3]=1.[N:26]1[CH:31]=[CH:30][C:29](B(O)O)=[CH:28][CH:27]=1.C(=O)([O-])[O-].[Na+].[Na+].